This data is from NCI-60 drug combinations with 297,098 pairs across 59 cell lines. The task is: Regression. Given two drug SMILES strings and cell line genomic features, predict the synergy score measuring deviation from expected non-interaction effect. (1) Drug 1: CC1=CC=C(C=C1)C2=CC(=NN2C3=CC=C(C=C3)S(=O)(=O)N)C(F)(F)F. Drug 2: CC(C)(C#N)C1=CC(=CC(=C1)CN2C=NC=N2)C(C)(C)C#N. Cell line: SW-620. Synergy scores: CSS=2.32, Synergy_ZIP=6.12, Synergy_Bliss=1.46, Synergy_Loewe=1.60, Synergy_HSA=1.03. (2) Drug 1: CCCS(=O)(=O)NC1=C(C(=C(C=C1)F)C(=O)C2=CNC3=C2C=C(C=N3)C4=CC=C(C=C4)Cl)F. Drug 2: C1=C(C(=O)NC(=O)N1)F. Cell line: MALME-3M. Synergy scores: CSS=67.5, Synergy_ZIP=6.63, Synergy_Bliss=6.04, Synergy_Loewe=9.54, Synergy_HSA=11.1. (3) Drug 1: C1=C(C(=O)NC(=O)N1)N(CCCl)CCCl. Drug 2: C1CC(=O)NC(=O)C1N2C(=O)C3=CC=CC=C3C2=O. Cell line: HCC-2998. Synergy scores: CSS=5.42, Synergy_ZIP=-3.50, Synergy_Bliss=1.77, Synergy_Loewe=-3.65, Synergy_HSA=0.842. (4) Drug 1: CC1=C(C=C(C=C1)NC2=NC=CC(=N2)N(C)C3=CC4=NN(C(=C4C=C3)C)C)S(=O)(=O)N.Cl. Drug 2: CC1=C(C(CCC1)(C)C)C=CC(=CC=CC(=CC(=O)O)C)C. Cell line: SF-268. Synergy scores: CSS=-0.381, Synergy_ZIP=4.30, Synergy_Bliss=7.08, Synergy_Loewe=-0.473, Synergy_HSA=0.368. (5) Drug 1: CC1=C(C(CCC1)(C)C)C=CC(=CC=CC(=CC(=O)O)C)C. Drug 2: COCCOC1=C(C=C2C(=C1)C(=NC=N2)NC3=CC=CC(=C3)C#C)OCCOC.Cl. Cell line: SNB-19. Synergy scores: CSS=-0.0560, Synergy_ZIP=2.43, Synergy_Bliss=3.96, Synergy_Loewe=-1.80, Synergy_HSA=-0.720.